This data is from Reaction yield outcomes from USPTO patents with 853,638 reactions. The task is: Predict the reaction yield, written as a fraction of the theoretical maximum amount of product (1.0 means a 100% yield; for example, 0.34 means a 34% yield). (1) The reactants are [Cl:1][C:2]1[CH:3]=[C:4]([NH2:9])[C:5]([NH2:8])=[CH:6][CH:7]=1.[C:10](OCC)(=[O:16])[C:11](OCC)=[O:12]. No catalyst specified. The product is [Cl:1][C:2]1[CH:3]=[C:4]2[C:5](=[CH:6][CH:7]=1)[NH:8][C:11](=[O:12])[C:10](=[O:16])[NH:9]2. The yield is 0.960. (2) The reactants are O.[C:2]([O-:9])(=[O:8])[C:3]([C:5]([O-:7])=[O:6])=[O:4].[Na+].[Na+].[N+]([O-])([O-])=O.[Ag+:16]. The catalyst is O. The product is [C:2]([O-:9])(=[O:8])[C:3]([C:5]([O-:7])=[O:6])=[O:4].[Ag+2:16]. The yield is 0.943. (3) The reactants are [CH:1]([C:3]1[C:12](=[O:13])[C:11]2[C:6](=[CH:7][CH:8]=[CH:9][CH:10]=2)[O:5][CH:4]=1)=O.[CH3:14][O:15][C:16]([C:18]#[C:19][C:20]([O:22][CH3:23])=[O:21])=[O:17].[C:37]1(P([C:37]2[CH:42]=[CH:41][CH:40]=[CH:39][CH:38]=2)[C:37]2[CH:42]=[CH:41][CH:40]=[CH:39][CH:38]=2)[CH:42]=[CH:41][CH:40]=[CH:39][CH:38]=1.[NH2:43][CH2:44][CH2:45][C:46]1C2[C:49](=[CH:50][CH:51]=CC=2)[NH:48][CH:47]=1.[C:55]1(C)C=CC=CC=1. No catalyst specified. The product is [CH3:14][O:15][C:16]([C:18]1[C:19]2([C:20]([O:22][CH3:23])=[O:21])[N:48]([CH2:47][CH2:46][C:45]3[C:38]4[C:37](=[CH:42][CH:41]=[CH:40][CH:39]=4)[NH:43][C:44]=32)[CH:49]=[C:50]([C:4]([C:3]2[CH:1]=[CH:55][C:6]3[C:11](=[CH:10][CH:9]=[CH:8][CH:7]=3)[C:12]=2[OH:13])=[O:5])[CH:51]=1)=[O:17]. The yield is 0.520. (4) The product is [F:1][C:2]1[CH:7]=[CH:6][C:5]([CH:8]([C:12]2[CH:17]=[CH:16][C:15]([F:18])=[CH:14][CH:13]=2)[C:9]([NH:27][CH3:26])=[O:10])=[CH:4][CH:3]=1. The yield is 0.910. The reactants are [F:1][C:2]1[CH:7]=[CH:6][C:5]([CH:8]([C:12]2[CH:17]=[CH:16][C:15]([F:18])=[CH:14][CH:13]=2)[C:9](O)=[O:10])=[CH:4][CH:3]=1.C(Cl)(=O)C(Cl)=O.Cl.[CH3:26][NH2:27].[OH-].[Na+]. The catalyst is ClCCl.O.O1CCCC1.C(OCC)(=O)C.CN(C)C=O. (5) The reactants are [CH2:1]([O:8][C:9](=[O:15])[NH:10][CH2:11][C@@H:12]1[CH2:14][O:13]1)[C:2]1[CH:7]=[CH:6][CH:5]=[CH:4][CH:3]=1.[NH2:16][CH:17]1[CH2:21][CH2:20][N:19]([C:22]([O:24][C:25]([CH3:28])([CH3:27])[CH3:26])=[O:23])[CH2:18]1. The catalyst is CC#N. The product is [C:25]([O:24][C:22]([N:19]1[CH2:20][CH2:21][CH:17]([NH:16][CH2:14][C@H:12]([OH:13])[CH2:11][NH:10][C:9]([O:8][CH2:1][C:2]2[CH:7]=[CH:6][CH:5]=[CH:4][CH:3]=2)=[O:15])[CH2:18]1)=[O:23])([CH3:28])([CH3:26])[CH3:27]. The yield is 0.680. (6) The reactants are [Br:1][C:2]1[CH:7]=[CH:6][C:5]([C:8](=[O:13])[C:9]([F:12])([F:11])[F:10])=[CH:4][CH:3]=1.[BH4-].[Na+].C(Cl)Cl. The product is [Br:1][C:2]1[CH:7]=[CH:6][C:5]([CH:8]([OH:13])[C:9]([F:11])([F:12])[F:10])=[CH:4][CH:3]=1. The yield is 0.920. The catalyst is C1COCC1.